Predict which catalyst facilitates the given reaction. From a dataset of Catalyst prediction with 721,799 reactions and 888 catalyst types from USPTO. (1) Reactant: Br[CH2:2][C:3]1[C:12]([O:13][CH3:14])=[C:11]2[O:15][C:16]([CH3:19])([CH3:18])[CH2:17][C:10]2=[C:9]2[C:4]=1[CH2:5][C:6]([CH3:28])([CH3:27])[N:7]=[C:8]2[C:20]1[CH:25]=[CH:24][CH:23]=[C:22]([Br:26])[CH:21]=1.[O-][C:30]#[N:31].[Na+]. Product: [Br:26][C:22]1[CH:21]=[C:20]([C:8]2[C:9]3[C:10]4[CH2:17][C:16]([CH3:18])([CH3:19])[O:15][C:11]=4[C:12]([O:13][CH3:14])=[C:3]([CH2:2][C:30]#[N:31])[C:4]=3[CH2:5][C:6]([CH3:27])([CH3:28])[N:7]=2)[CH:25]=[CH:24][CH:23]=1. The catalyst class is: 35. (2) Reactant: [CH3:1][O:2][C:3]([C:5]1[C:6]([CH:17]([CH3:19])[CH3:18])=[N:7][C:8]2[C:13]([C:14]=1Br)=[CH:12][C:11]([Cl:16])=[CH:10][CH:9]=2)=[O:4].C([O-])([O-])=O.[K+].[K+].[F:26][C:27]([F:39])([F:38])[O:28][C:29]1[CH:30]=[C:31](B(O)O)[CH:32]=[CH:33][CH:34]=1. Product: [CH3:1][O:2][C:3]([C:5]1[C:6]([CH:17]([CH3:19])[CH3:18])=[N:7][C:8]2[C:13]([C:14]=1[C:31]1[CH:32]=[CH:33][CH:34]=[C:29]([O:28][C:27]([F:26])([F:38])[F:39])[CH:30]=1)=[CH:12][C:11]([Cl:16])=[CH:10][CH:9]=2)=[O:4]. The catalyst class is: 427. (3) Reactant: [NH:1]1[CH2:5][CH2:4][CH:3]2[CH2:6][N:7]([C:9]([O:11][C:12]([CH3:15])([CH3:14])[CH3:13])=[O:10])[CH2:8][CH:2]12.[CH:16]1[C:28]2[CH:27]([CH2:29][O:30][C:31](ON3C(=O)CCC3=O)=[O:32])[C:26]3[C:21](=[CH:22][CH:23]=[CH:24][CH:25]=3)[C:20]=2[CH:19]=[CH:18][CH:17]=1.CCN(C(C)C)C(C)C. Product: [N:1]1([C:31]([O:30][CH2:29][CH:27]2[C:26]3[CH:25]=[CH:24][CH:23]=[CH:22][C:21]=3[C:20]3[C:28]2=[CH:16][CH:17]=[CH:18][CH:19]=3)=[O:32])[CH2:5][CH2:4][CH:3]2[CH2:6][N:7]([C:9]([O:11][C:12]([CH3:15])([CH3:14])[CH3:13])=[O:10])[CH2:8][CH:2]12. The catalyst class is: 12. (4) Reactant: [F:1][C:2]1[CH:7]=[C:6]([I:8])[CH:5]=[CH:4][C:3]=1[NH:9][C:10]1[N:11]([CH3:43])[C:12](=[O:42])[C:13]([CH3:41])=[C:14]2[C:19]=1[C:18](=[O:20])[N:17]([CH2:21][C:22]1[CH:27]=[CH:26][C:25]([O:28][CH3:29])=[CH:24][CH:23]=1)[C:16](=[O:30])[N:15]2[C:31]1[CH:32]=[C:33]([CH:38]=[CH:39][CH:40]=1)[C:34]([O:36]C)=[O:35].O[Li].O.O. Product: [F:1][C:2]1[CH:7]=[C:6]([I:8])[CH:5]=[CH:4][C:3]=1[NH:9][C:10]1[N:11]([CH3:43])[C:12](=[O:42])[C:13]([CH3:41])=[C:14]2[C:19]=1[C:18](=[O:20])[N:17]([CH2:21][C:22]1[CH:23]=[CH:24][C:25]([O:28][CH3:29])=[CH:26][CH:27]=1)[C:16](=[O:30])[N:15]2[C:31]1[CH:32]=[C:33]([CH:38]=[CH:39][CH:40]=1)[C:34]([OH:36])=[O:35]. The catalyst class is: 36. (5) Reactant: [C:1]([O:5][C:6](=[O:35])[CH2:7][C@@H:8]([O:33][CH3:34])[C@@H:9]([N:14]([C:16](=[O:32])[C@H:17]([CH:29]([CH3:31])[CH3:30])[NH:18]C(OCC1C=CC=CC=1)=O)[CH3:15])[C@@H:10]([CH3:13])[CH2:11][CH3:12])([CH3:4])([CH3:3])[CH3:2]. Product: [C:1]([O:5][C:6](=[O:35])[CH2:7][C@@H:8]([O:33][CH3:34])[C@@H:9]([N:14]([CH3:15])[C:16](=[O:32])[C@H:17]([CH:29]([CH3:30])[CH3:31])[NH2:18])[C@@H:10]([CH3:13])[CH2:11][CH3:12])([CH3:3])([CH3:4])[CH3:2]. The catalyst class is: 19.